This data is from Forward reaction prediction with 1.9M reactions from USPTO patents (1976-2016). The task is: Predict the product of the given reaction. (1) Given the reactants [Br:1]Br.C([O-])(=O)C.[K+].[C:8]([C:10]1[CH:11]=[C:12]([C:16]2[N:17]=[C:18]([C:21]([O:23][CH2:24][CH3:25])=[O:22])[S:19][CH:20]=2)[CH:13]=[CH:14][CH:15]=1)#[N:9].S([O-])([O-])(=O)=S.[Na+].[Na+], predict the reaction product. The product is: [Br:1][C:20]1[S:19][C:18]([C:21]([O:23][CH2:24][CH3:25])=[O:22])=[N:17][C:16]=1[C:12]1[CH:13]=[CH:14][CH:15]=[C:10]([C:8]#[N:9])[CH:11]=1. (2) Given the reactants [CH3:1][O:2][C:3](=[O:12])[C:4]1[CH:9]=[C:8](I)[CH:7]=[C:6]([Br:11])[CH:5]=1.[Br-].[CH3:14][C:15]1[CH:16]=[CH:17][C:18]([Zn+])=[N:19][CH:20]=1.C(=O)(O)[O-].[Na+], predict the reaction product. The product is: [Br:11][C:6]1[CH:5]=[C:4]([CH:9]=[C:8]([C:18]2[CH:17]=[CH:16][C:15]([CH3:14])=[CH:20][N:19]=2)[CH:7]=1)[C:3]([O:2][CH3:1])=[O:12]. (3) Given the reactants [Cl:1][C:2]1[C:7]([CH3:8])=[C:6]([CH2:9][O:10]C)[N:5]=[CH:4][N:3]=1.B(Br)(Br)Br, predict the reaction product. The product is: [Cl:1][C:2]1[N:3]=[CH:4][N:5]=[C:6]([CH2:9][OH:10])[C:7]=1[CH3:8].